From a dataset of Catalyst prediction with 721,799 reactions and 888 catalyst types from USPTO. Predict which catalyst facilitates the given reaction. (1) Reactant: [CH3:1][O:2][N:3]=[C:4]([CH2:16][O:17][C:18]1[CH:23]=[CH:22][CH:21]=[C:20]([C:24]([F:27])([F:26])[F:25])[CH:19]=1)[CH2:5][N:6]1[C:10]2[CH:11]=[CH:12][C:13]([NH2:15])=[CH:14][C:9]=2[N:8]=[CH:7]1. Product: [CH2:5]([N:6]([CH3:10])[CH:7]=[N:15][C:13]1[CH:12]=[CH:11][C:10]2[N:6]([CH2:5][C:4](=[N:3][O:2][CH3:1])[CH2:16][O:17][C:18]3[CH:23]=[CH:22][CH:21]=[C:20]([C:24]([F:27])([F:25])[F:26])[CH:19]=3)[CH:7]=[N:8][C:9]=2[CH:14]=1)[CH3:4]. The catalyst class is: 1. (2) Reactant: [CH2:1]([O:4][C:5]1[C:16]([O:17][CH3:18])=[CH:15][C:8]([C:9]([O:11]CC#C)=[O:10])=[CH:7][C:6]=1[O:19][CH3:20])[C:2]#[CH:3].[OH-].[Na+].Cl. Product: [CH2:1]([O:4][C:5]1[C:6]([O:19][CH3:20])=[CH:7][C:8]([C:9]([OH:11])=[O:10])=[CH:15][C:16]=1[O:17][CH3:18])[C:2]#[CH:3]. The catalyst class is: 5. (3) Reactant: C([N:8](CC1C=CC=CC=1)[C@H:9]1[CH2:13][CH2:12][CH2:11][C@@H:10]1[N:14]([CH3:25])[C:15]1[CH:20]=[N:19][C:18]([C:21]([F:24])([F:23])[F:22])=[CH:17][N:16]=1)C1C=CC=CC=1.[H][H]. Product: [CH3:25][N:14]([C:15]1[CH:20]=[N:19][C:18]([C:21]([F:24])([F:22])[F:23])=[CH:17][N:16]=1)[C@H:10]1[CH2:11][CH2:12][CH2:13][C@@H:9]1[NH2:8]. The catalyst class is: 604. (4) Reactant: Br[C:2]1[C:7]2[N:8]=[C:9]([C:11]3[CH2:15][CH2:14][C@:13]([C:20]4[CH:25]=[CH:24][CH:23]=[C:22]([F:26])[C:21]=4[CH3:27])([C:16]([O:18][CH3:19])=[O:17])[CH:12]=3)[S:10][C:6]=2[CH:5]=[CH:4][CH:3]=1.[H][H]. Product: [S:10]1[C:6]2[CH:5]=[CH:4][CH:3]=[CH:2][C:7]=2[N:8]=[C:9]1[CH:11]1[CH2:15][CH2:14][C@:13]([C:20]2[CH:25]=[CH:24][CH:23]=[C:22]([F:26])[C:21]=2[CH3:27])([C:16]([O:18][CH3:19])=[O:17])[CH2:12]1. The catalyst class is: 29. (5) Reactant: [N:1]1[C:8](F)=[N:7]C(F)=NC=1F.[Cl:10][C:11]1[CH:16]=[CH:15][C:14]([C:17]2([CH2:20][CH2:21][C:22]([OH:24])=O)[CH2:19][CH2:18]2)=[CH:13][CH:12]=1.N1C=C[CH:28]=[CH:27][CH:26]=1.C([N:34]([CH:37](C)C)[CH2:35][CH3:36])(C)C.[F-].C([N+](CCCC)(CCCC)CCCC)CCC.[CH2:58]1[CH2:62][O:61][CH2:60][CH2:59]1.[C:63]([O:66]CC)(=[O:65])C. Product: [Cl:10][C:11]1[CH:12]=[CH:13][C:14]([C:17]2([CH2:20][CH2:21][C:22]3[O:24][N:7]=[C:8]([C:26]4[CH:60]=[CH:59][C:58]([CH:62]([OH:61])[CH2:37][NH:34][CH2:35][CH2:36][C:63]([OH:66])=[O:65])=[CH:28][CH:27]=4)[N:1]=3)[CH2:18][CH2:19]2)=[CH:15][CH:16]=1. The catalyst class is: 4.